From a dataset of NCI-60 drug combinations with 297,098 pairs across 59 cell lines. Regression. Given two drug SMILES strings and cell line genomic features, predict the synergy score measuring deviation from expected non-interaction effect. (1) Drug 1: CC12CCC3C(C1CCC2=O)CC(=C)C4=CC(=O)C=CC34C. Drug 2: CN1C2=C(C=C(C=C2)N(CCCl)CCCl)N=C1CCCC(=O)O.Cl. Cell line: MOLT-4. Synergy scores: CSS=71.5, Synergy_ZIP=4.81, Synergy_Bliss=7.18, Synergy_Loewe=-1.74, Synergy_HSA=6.90. (2) Drug 1: CCC1=CC2CC(C3=C(CN(C2)C1)C4=CC=CC=C4N3)(C5=C(C=C6C(=C5)C78CCN9C7C(C=CC9)(C(C(C8N6C)(C(=O)OC)O)OC(=O)C)CC)OC)C(=O)OC.C(C(C(=O)O)O)(C(=O)O)O. Drug 2: CCC(=C(C1=CC=CC=C1)C2=CC=C(C=C2)OCCN(C)C)C3=CC=CC=C3.C(C(=O)O)C(CC(=O)O)(C(=O)O)O. Cell line: NCI-H460. Synergy scores: CSS=54.8, Synergy_ZIP=2.89, Synergy_Bliss=4.85, Synergy_Loewe=-13.1, Synergy_HSA=4.84.